From a dataset of Reaction yield outcomes from USPTO patents with 853,638 reactions. Predict the reaction yield, written as a fraction of the theoretical maximum amount of product (1.0 means a 100% yield; for example, 0.34 means a 34% yield). (1) The reactants are [Li][CH2:2]CCC.[CH3:6][N:7]1[CH2:12][CH2:11][N:10]([C:13]2[CH:20]=[CH:19][C:16]([CH:17]=O)=[CH:15][CH:14]=2)[CH2:9][CH2:8]1.[NH4+].[Cl-]. The catalyst is [Br-].C[P+](C1C=CC=CC=1)(C1C=CC=CC=1)C1C=CC=CC=1.C1COCC1. The product is [CH3:6][N:7]1[CH2:12][CH2:11][N:10]([C:13]2[CH:20]=[CH:19][C:16]([CH:17]=[CH2:2])=[CH:15][CH:14]=2)[CH2:9][CH2:8]1. The yield is 0.900. (2) The reactants are Cl[C:2]1[N:7]=[C:6]([O:8][CH3:9])[C:5]([OH:10])=[C:4]([CH3:11])[N:3]=1.[CH3:12][O:13][C:14]1[CH:19]=[C:18]([CH3:20])[CH:17]=[C:16]([CH3:21])[C:15]=1B(O)O. The catalyst is C1(C)C=CC=CC=1.C(=O)([O-])[O-].[Na+].[Na+].C(OCC)(=O)C.C1C=CC([P]([Pd]([P](C2C=CC=CC=2)(C2C=CC=CC=2)C2C=CC=CC=2)([P](C2C=CC=CC=2)(C2C=CC=CC=2)C2C=CC=CC=2)[P](C2C=CC=CC=2)(C2C=CC=CC=2)C2C=CC=CC=2)(C2C=CC=CC=2)C2C=CC=CC=2)=CC=1. The product is [CH3:9][O:8][C:6]1[C:5]([OH:10])=[C:4]([CH3:11])[N:3]=[C:2]([C:15]2[C:14]([O:13][CH3:12])=[CH:19][C:18]([CH3:20])=[CH:17][C:16]=2[CH3:21])[N:7]=1. The yield is 0.500. (3) The reactants are [CH2:1]([N:3]([CH2:6][C@H:7]1[CH2:12][O:11][CH2:10][CH2:9][N:8]1C(OC(C)(C)C)=O)[CH2:4][CH3:5])[CH3:2].C(O)(C(F)(F)F)=O.C(Cl)[Cl:28]. No catalyst specified. The product is [ClH:28].[CH2:1]([N:3]([CH2:6][C@H:7]1[CH2:12][O:11][CH2:10][CH2:9][NH:8]1)[CH2:4][CH3:5])[CH3:2]. The yield is 0.670. (4) The reactants are Br[C:2]1[CH:3]=[CH:4][C:5]([N+:9]([O-:11])=[O:10])=[C:6]([NH2:8])[CH:7]=1.[CH3:12][N:13](C)C=O. The catalyst is [C-]#N.[Zn+2].[C-]#N.C1C=CC(P(C2C=CC=CC=2)C2C=CC=CC=2)=CC=1.C1C=CC(P(C2C=CC=CC=2)C2C=CC=CC=2)=CC=1.C1C=CC(P(C2C=CC=CC=2)C2C=CC=CC=2)=CC=1.C1C=CC(P(C2C=CC=CC=2)C2C=CC=CC=2)=CC=1.[Pd]. The product is [NH2:8][C:6]1[CH:7]=[C:2]([CH:3]=[CH:4][C:5]=1[N+:9]([O-:11])=[O:10])[C:12]#[N:13]. The yield is 0.630. (5) The reactants are [Cl:1][C:2]1[CH:33]=[CH:32][CH:31]=[C:30]([Cl:34])[C:3]=1[C:4]([NH:6][C@H:7]([C:26]([O:28][CH3:29])=[O:27])[CH2:8][C:9]1[CH:14]=[CH:13][C:12]([CH2:15][CH2:16][CH2:17][C:18]2[CH:23]=[CH:22][CH:21]=[C:20]([NH:24][CH3:25])[N:19]=2)=[CH:11][CH:10]=1)=O.COC1C=CC(P2(SP(C3C=CC(OC)=CC=3)(=S)S2)=[S:44])=CC=1. The yield is 0.170. The product is [Cl:1][C:2]1[CH:33]=[CH:32][CH:31]=[C:30]([Cl:34])[C:3]=1[C:4]([NH:6][C@H:7]([C:26]([O:28][CH3:29])=[O:27])[CH2:8][C:9]1[CH:14]=[CH:13][C:12]([CH2:15][CH2:16][CH2:17][C:18]2[CH:23]=[CH:22][CH:21]=[C:20]([NH:24][CH3:25])[N:19]=2)=[CH:11][CH:10]=1)=[S:44]. The catalyst is C1(C)C=CC=CC=1. (6) The reactants are [NH2:1][C:2]1[C:7]2=[C:8](Br)[CH:9]=[C:10]([CH:11]3[CH2:16][CH2:15][N:14]([C:17]([O:19]C(C)(C)C)=[O:18])[CH2:13][CH2:12]3)[N:6]2[N:5]=[CH:4][N:3]=1.[CH2:25]([C:32]1[S:33][C:34]2[CH:40]=[C:39](B3OC(C)(C)C(C)(C)O3)[CH:38]=[CH:37][C:35]=2[N:36]=1)[C:26]1[CH:31]=[CH:30][CH:29]=[CH:28][CH:27]=1. No catalyst specified. The product is [NH2:1][C:2]1[C:7]2=[C:8]([C:39]3[CH:38]=[CH:37][C:35]4[N:36]=[C:32]([CH2:25][C:26]5[CH:31]=[CH:30][CH:29]=[CH:28][CH:27]=5)[S:33][C:34]=4[CH:40]=3)[CH:9]=[C:10]([CH:11]3[CH2:12][CH2:13][N:14]([C:17]([O:19][CH2:2][CH2:7][CH2:8][CH3:9])=[O:18])[CH2:15][CH2:16]3)[N:6]2[N:5]=[CH:4][N:3]=1. The yield is 0.870.